The task is: Predict the product of the given reaction.. This data is from Forward reaction prediction with 1.9M reactions from USPTO patents (1976-2016). (1) Given the reactants [OH-].[NH3+]N.[NH2:4][C:5]1[N:10]=[C:9]([CH2:11][CH2:12][CH2:13][N:14]2C(=O)C3C(=CC=CC=3)C2=O)[CH:8]=[C:7]([C:25]2[C:33]3[C:28](=[N:29][CH:30]=[C:31]([C:34]4[CH:35]=[N:36][N:37]([CH3:39])[CH:38]=4)[CH:32]=3)[NH:27][CH:26]=2)[N:6]=1, predict the reaction product. The product is: [NH2:14][CH2:13][CH2:12][CH2:11][C:9]1[CH:8]=[C:7]([C:25]2[C:33]3[C:28](=[N:29][CH:30]=[C:31]([C:34]4[CH:35]=[N:36][N:37]([CH3:39])[CH:38]=4)[CH:32]=3)[NH:27][CH:26]=2)[N:6]=[C:5]([NH2:4])[N:10]=1. (2) Given the reactants [Cl:1][C:2]1[C:10]2[C:9]3[CH:11]=[C:12](C(O)=O)[N:13]=[CH:14][C:8]=3[NH:7][C:6]=2[N:5]=[CH:4][CH:3]=1, predict the reaction product. The product is: [Cl:1][C:2]1[C:10]2[C:9]3[CH:11]=[CH:12][N:13]=[CH:14][C:8]=3[NH:7][C:6]=2[N:5]=[CH:4][CH:3]=1.